The task is: Regression. Given two drug SMILES strings and cell line genomic features, predict the synergy score measuring deviation from expected non-interaction effect.. This data is from NCI-60 drug combinations with 297,098 pairs across 59 cell lines. (1) Drug 2: C1CN(CCN1C(=O)CCBr)C(=O)CCBr. Drug 1: C1C(C(OC1N2C=NC3=C(N=C(N=C32)Cl)N)CO)O. Cell line: 786-0. Synergy scores: CSS=11.6, Synergy_ZIP=-5.61, Synergy_Bliss=-2.65, Synergy_Loewe=-0.675, Synergy_HSA=-1.31. (2) Drug 1: CC1=C(C(=O)C2=C(C1=O)N3CC4C(C3(C2COC(=O)N)OC)N4)N. Drug 2: C1C(C(OC1N2C=NC3=C2NC=NCC3O)CO)O. Cell line: MOLT-4. Synergy scores: CSS=-0.195, Synergy_ZIP=-2.70, Synergy_Bliss=-5.99, Synergy_Loewe=-5.32, Synergy_HSA=-5.16. (3) Drug 1: C1=C(C(=O)NC(=O)N1)F. Drug 2: CNC(=O)C1=NC=CC(=C1)OC2=CC=C(C=C2)NC(=O)NC3=CC(=C(C=C3)Cl)C(F)(F)F. Cell line: CAKI-1. Synergy scores: CSS=34.7, Synergy_ZIP=-3.76, Synergy_Bliss=-4.79, Synergy_Loewe=-0.579, Synergy_HSA=-0.103. (4) Drug 1: C1C(C(OC1N2C=NC3=C2NC=NCC3O)CO)O. Drug 2: COCCOC1=C(C=C2C(=C1)C(=NC=N2)NC3=CC=CC(=C3)C#C)OCCOC.Cl. Cell line: SNB-19. Synergy scores: CSS=-0.303, Synergy_ZIP=-1.40, Synergy_Bliss=-3.59, Synergy_Loewe=-5.67, Synergy_HSA=-5.06. (5) Drug 1: CCC1=CC2CC(C3=C(CN(C2)C1)C4=CC=CC=C4N3)(C5=C(C=C6C(=C5)C78CCN9C7C(C=CC9)(C(C(C8N6C)(C(=O)OC)O)OC(=O)C)CC)OC)C(=O)OC.C(C(C(=O)O)O)(C(=O)O)O. Drug 2: C1C(C(OC1N2C=NC(=NC2=O)N)CO)O. Cell line: SN12C. Synergy scores: CSS=30.7, Synergy_ZIP=-10.6, Synergy_Bliss=-8.07, Synergy_Loewe=-19.4, Synergy_HSA=-7.47. (6) Drug 1: CC1C(C(CC(O1)OC2CC(CC3=C2C(=C4C(=C3O)C(=O)C5=C(C4=O)C(=CC=C5)OC)O)(C(=O)C)O)N)O.Cl. Drug 2: CCC1(CC2CC(C3=C(CCN(C2)C1)C4=CC=CC=C4N3)(C5=C(C=C6C(=C5)C78CCN9C7C(C=CC9)(C(C(C8N6C=O)(C(=O)OC)O)OC(=O)C)CC)OC)C(=O)OC)O.OS(=O)(=O)O. Cell line: SK-MEL-5. Synergy scores: CSS=38.3, Synergy_ZIP=0.415, Synergy_Bliss=3.67, Synergy_Loewe=-5.08, Synergy_HSA=3.21. (7) Drug 1: CC(C1=C(C=CC(=C1Cl)F)Cl)OC2=C(N=CC(=C2)C3=CN(N=C3)C4CCNCC4)N. Drug 2: CC1=CC2C(CCC3(C2CCC3(C(=O)C)OC(=O)C)C)C4(C1=CC(=O)CC4)C. Cell line: PC-3. Synergy scores: CSS=0.794, Synergy_ZIP=-0.869, Synergy_Bliss=-1.13, Synergy_Loewe=-13.7, Synergy_HSA=-4.23.